Dataset: Full USPTO retrosynthesis dataset with 1.9M reactions from patents (1976-2016). Task: Predict the reactants needed to synthesize the given product. (1) Given the product [CH3:10][O:11][C:12]1[N:22]=[CH:21][C:20]2[S:19][CH2:18][CH2:17][N:16]([CH2:23][C:24]3[CH:32]=[CH:31][C:27]([C:28]([O:8][CH2:7][CH2:6][CH2:5][CH2:4][O:3][N+:1]([O-:9])=[O:2])=[O:29])=[CH:26][CH:25]=3)[CH2:15][C:14]=2[CH:13]=1, predict the reactants needed to synthesize it. The reactants are: [N+:1]([O-:9])([O:3][CH2:4][CH2:5][CH2:6][CH2:7][OH:8])=[O:2].[CH3:10][O:11][C:12]1[N:22]=[CH:21][C:20]2[S:19][CH2:18][CH2:17][N:16]([CH2:23][C:24]3[CH:32]=[CH:31][C:27]([C:28](O)=[O:29])=[CH:26][CH:25]=3)[CH2:15][C:14]=2[CH:13]=1. (2) Given the product [C:15]([SiH2:12][O:31][C:8]([CH3:10])([CH3:7])[C:9]1[CH:4]=[C:3]2[CH:24]=[CH:23][NH:22][C:29]2=[N:26][CH:27]=1)([CH3:18])([CH3:17])[CH3:16], predict the reactants needed to synthesize it. The reactants are: N1C2=N[CH:7]=[C:8]([CH2:10]O)[CH:9]=[C:4]2[CH:3]=C1.[Si:12](Cl)([C:15]([CH3:18])([CH3:17])[CH3:16])(C)C.N1[CH:24]=[CH:23][N:22]=C1.C[N:26]([CH3:29])[CH:27]=O.C(=O)(O)[O-:31].[Na+].